Dataset: Full USPTO retrosynthesis dataset with 1.9M reactions from patents (1976-2016). Task: Predict the reactants needed to synthesize the given product. (1) The reactants are: Cl[C:2]1[N:3]=[CH:4][C:5]2[N:11]([CH3:12])[C:10](=[O:13])[C:9]([F:15])([F:14])[CH2:8][N:7]([CH:16]3[CH2:18][CH:17]3[C:19]3[CH:24]=[CH:23][CH:22]=[CH:21][CH:20]=3)[C:6]=2[N:25]=1.[NH2:26][C:27]1[CH:35]=[CH:34][C:30]([C:31]([OH:33])=[O:32])=[CH:29][C:28]=1[O:36][CH3:37]. Given the product [F:14][C:9]1([F:15])[CH2:8][N:7]([C@@H:16]2[CH2:18][C@H:17]2[C:19]2[CH:24]=[CH:23][CH:22]=[CH:21][CH:20]=2)[C:6]2[N:25]=[C:2]([NH:26][C:27]3[CH:35]=[CH:34][C:30]([C:31]([OH:33])=[O:32])=[CH:29][C:28]=3[O:36][CH3:37])[N:3]=[CH:4][C:5]=2[N:11]([CH3:12])[C:10]1=[O:13], predict the reactants needed to synthesize it. (2) Given the product [O:1]1[C:10]2[C:5](=[N:6][C:7]([CH2:11][C:12]([OH:14])=[O:13])=[CH:8][CH:9]=2)[O:4][CH2:3][CH2:2]1, predict the reactants needed to synthesize it. The reactants are: [O:1]1[C:10]2[C:5](=[N:6][C:7]([CH2:11][C:12]([O:14]C)=[O:13])=[CH:8][CH:9]=2)[O:4][CH2:3][CH2:2]1.[OH-].[Na+].